From a dataset of Full USPTO retrosynthesis dataset with 1.9M reactions from patents (1976-2016). Predict the reactants needed to synthesize the given product. (1) Given the product [CH:1]1([C:6](=[NH:7])[O:11][CH2:10][CH3:9])[CH2:5][CH2:4][CH2:3][CH2:2]1, predict the reactants needed to synthesize it. The reactants are: [CH:1]1([C:6]#[N:7])[CH2:5][CH2:4][CH2:3][CH2:2]1.Cl.[CH3:9][CH2:10][OH:11]. (2) Given the product [C:1](=[O:36])([O:6][CH2:7][O:8][C:9]1[CH:10]=[CH:11][C:12]2[CH2:13][C@H:14]3[NH:25][CH2:24][CH2:23][C@@:20]4([C:21]=2[CH:22]=1)[C@H:15]3[CH2:16][CH2:17][CH2:18][CH2:19]4)[O:2][CH:3]([CH3:5])[CH3:4], predict the reactants needed to synthesize it. The reactants are: [C:1](=[O:36])([O:6][CH2:7][O:8][C:9]1[CH:10]=[CH:11][C:12]2[CH2:13][C@H:14]3[N:25](C(OCC4C=CC=CC=4)=O)[CH2:24][CH2:23][C@@:20]4([C:21]=2[CH:22]=1)[C@H:15]3[CH2:16][CH2:17][CH2:18][CH2:19]4)[O:2][CH:3]([CH3:5])[CH3:4]. (3) Given the product [C:23]([O:26][CH:8]1[O:9][C@H:16]([CH2:15][O:14][C:11](=[O:13])[CH3:12])[CH2:5][C@H:6]1[O:7][C:2](=[O:1])[CH3:3])(=[O:25])[CH3:24], predict the reactants needed to synthesize it. The reactants are: [O:1](C)[CH:2]1[O:7][C@H:6]([CH2:8][OH:9])[CH2:5][C@H:3]1O.[C:11]([O:14][C:15](=O)[CH3:16])(=[O:13])[CH3:12].S(=O)(=O)(O)O.[C:23]([OH:26])(=[O:25])[CH3:24]. (4) Given the product [F:1][C:2]1[CH:7]=[CH:6][C:5]([C:8]([F:10])([F:9])[F:11])=[CH:4][C:3]=1[NH:12][C:13]1[N:17]([CH3:18])[C:16]2[CH:19]=[CH:20][C:21]([O:23][C:24]3[CH:29]=[CH:28][N:27]=[C:26]([NH:30][C:31]([CH:33]4[CH2:34][CH2:35][N:36]([CH2:39][CH2:40][OH:41])[CH2:37][CH2:38]4)=[O:32])[CH:25]=3)=[CH:22][C:15]=2[N:14]=1, predict the reactants needed to synthesize it. The reactants are: [F:1][C:2]1[CH:7]=[CH:6][C:5]([C:8]([F:11])([F:10])[F:9])=[CH:4][C:3]=1[NH:12][C:13]1[N:17]([CH3:18])[C:16]2[CH:19]=[CH:20][C:21]([O:23][C:24]3[CH:29]=[CH:28][N:27]=[C:26]([NH:30][C:31]([CH:33]4[CH2:38][CH2:37][N:36]([CH2:39][CH2:40][O:41]C)[CH2:35][CH2:34]4)=[O:32])[CH:25]=3)=[CH:22][C:15]=2[N:14]=1. (5) Given the product [ClH:18].[CH3:1][O:2][C@H:3]1[CH2:7][NH:6][C@@H:5]([C:15]([OH:17])=[O:16])[CH2:4]1, predict the reactants needed to synthesize it. The reactants are: [CH3:1][O:2][C@H:3]1[CH2:7][N:6](C(OC(C)(C)C)=O)[C@@H:5]([C:15]([O-:17])=[O:16])[CH2:4]1.[ClH:18].